The task is: Predict which catalyst facilitates the given reaction.. This data is from Catalyst prediction with 721,799 reactions and 888 catalyst types from USPTO. (1) Product: [ClH:7].[NH2:34][CH:12]([CH2:13][CH:14]([CH2:18][C:19]1[CH:20]=[C:21]2[C:25](=[CH:26][CH:27]=1)[N:24]([CH3:28])[CH:23]=[C:22]2[CH2:29][CH2:30][CH2:31][O:32][CH3:33])[CH:15]([CH3:16])[CH3:17])[CH:10]([OH:11])[CH2:9][NH:8][S:4]([CH:2]([CH3:3])[CH3:1])(=[O:6])=[O:5]. The catalyst class is: 4. Reactant: [CH3:1][CH:2]([S:4]([Cl:7])(=[O:6])=[O:5])[CH3:3].[NH2:8][CH2:9][CH:10]([CH:12]([NH:34]C(=O)OC(C)(C)C)[CH2:13][CH:14]([CH2:18][C:19]1[CH:20]=[C:21]2[C:25](=[CH:26][CH:27]=1)[N:24]([CH3:28])[CH:23]=[C:22]2[CH2:29][CH2:30][CH2:31][O:32][CH3:33])[CH:15]([CH3:17])[CH3:16])[OH:11].C(N(CC)CC)C. (2) Product: [C:22]([O:25][CH2:26][C:27]1[C:28]([N:42]2[CH2:53][CH2:52][N:51]3[C:44](=[CH:45][C:46]4[CH2:47][C:48]([CH3:55])([CH3:54])[CH2:49][C:50]=43)[C:43]2=[O:56])=[N:29][CH:30]=[CH:31][C:32]=1[C:2]1[CH:3]=[C:4]([NH:10][C:11]2[N:16]=[CH:15][C:14]3=[N:17][N:18]([CH3:21])[C:19]([CH3:20])=[C:13]3[CH:12]=2)[C:5](=[O:9])[N:6]([CH3:8])[CH:7]=1)(=[O:24])[CH3:23]. Reactant: Br[C:2]1[CH:3]=[C:4]([NH:10][C:11]2[N:16]=[CH:15][C:14]3=[N:17][N:18]([CH3:21])[C:19]([CH3:20])=[C:13]3[CH:12]=2)[C:5](=[O:9])[N:6]([CH3:8])[CH:7]=1.[C:22]([O:25][CH2:26][C:27]1[C:28]([N:42]2[CH2:53][CH2:52][N:51]3[C:44](=[CH:45][C:46]4[CH2:47][C:48]([CH3:55])([CH3:54])[CH2:49][C:50]=43)[C:43]2=[O:56])=[N:29][CH:30]=[CH:31][C:32]=1B1OC(C)(C)C(C)(C)O1)(=[O:24])[CH3:23].[O-]P([O-])([O-])=O.[K+].[K+].[K+].C([O-])(=O)C.[Na+]. The catalyst class is: 712. (3) Reactant: [F:1][CH:2]([CH2:18][CH2:19][C:20]1[CH:25]=[CH:24][CH:23]=[CH:22][CH:21]=1)[C:3]([N:5]1[CH2:9][CH2:8][C@H:7]([S:10][C:11]2[CH:16]=[CH:15][C:14]([OH:17])=[CH:13][CH:12]=2)[CH2:6]1)=O.CO. Product: [F:1][CH:2]([CH2:18][CH2:19][C:20]1[CH:25]=[CH:24][CH:23]=[CH:22][CH:21]=1)[CH2:3][N:5]1[CH2:9][CH2:8][C@H:7]([S:10][C:11]2[CH:16]=[CH:15][C:14]([OH:17])=[CH:13][CH:12]=2)[CH2:6]1. The catalyst class is: 1. (4) Reactant: Cl[C:2]1[CH:7]=[CH:6][C:5]([NH:8][C:9]([NH:11][C:12]2[CH:17]=[CH:16][CH:15]=[C:14]([C:18]3[CH:23]=[CH:22][CH:21]=[C:20]([N:24]4[CH2:28][CH2:27][CH2:26][CH2:25]4)[N:19]=3)[CH:13]=2)=[O:10])=[CH:4][CH:3]=1.[C:29]1(N)[C:38]2[C:29](=[CH:30][CH:31]=CC=2)[CH:38]=[CH:31][CH:30]=1.CCN(C(C)C)C(C)C. The catalyst class is: 3. Product: [C:5]1([NH:8][C:9]([NH:11][C:12]2[CH:17]=[CH:16][CH:15]=[C:14]([C:18]3[CH:23]=[CH:22][CH:21]=[C:20]([N:24]4[CH2:28][CH2:27][CH2:26][CH2:25]4)[N:19]=3)[CH:13]=2)=[O:10])[C:6]2[C:7](=[CH:38][CH:29]=[CH:30][CH:31]=2)[CH:2]=[CH:3][CH:4]=1.